Dataset: Forward reaction prediction with 1.9M reactions from USPTO patents (1976-2016). Task: Predict the product of the given reaction. (1) Given the reactants [C:1](Cl)(=O)[C:2](Cl)=O.CN(C)C=O.[Br:12][C:13]1[CH:21]=[CH:20][C:19]([I:22])=[CH:18][C:14]=1[C:15]([OH:17])=O, predict the reaction product. The product is: [Br:12][C:13]1[CH:21]=[CH:20][C:19]([I:22])=[CH:18][C:14]=1[C:15]([C:13]1[CH:21]=[CH:20][C:19]([CH2:1][CH3:2])=[CH:18][CH:14]=1)=[O:17]. (2) The product is: [Cl:9][C:6]1[CH:7]=[CH:8][C:3]([O:2][CH3:1])=[C:4]([C:26]2[CH:27]=[CH:28][C:29]([OH:35])=[C:30]([C:31]([OH:33])=[O:32])[CH:34]=2)[CH:5]=1. Given the reactants [CH3:1][O:2][C:3]1[CH:8]=[CH:7][C:6]([Cl:9])=[CH:5][C:4]=1B(O)O.C(C1C=CC(B(O)O)=CC=1)(O)=O.Br[C:26]1[CH:27]=[CH:28][C:29]([OH:35])=[C:30]([CH:34]=1)[C:31]([OH:33])=[O:32], predict the reaction product. (3) Given the reactants C(OC([N:8]1[C:16]2[C:11](=[CH:12][CH:13]=[CH:14][CH:15]=2)[C:10]([CH2:17][C:18]2([CH3:52])[C:27]3[N:23]([C:24]([C:28]4[CH:33]=[CH:32][CH:31]=[CH:30][CH:29]=4)=[N:25][N:26]=3)[C:22]3[CH:34]=[CH:35][CH:36]=[CH:37][C:21]=3[N:20]([CH2:38][C:39](=[O:50])[N:40]([CH:47]([CH3:49])[CH3:48])[C:41]3[CH:46]=[CH:45][CH:44]=[CH:43][CH:42]=3)[C:19]2=[O:51])=[CH:9]1)=O)(C)(C)C.Cl, predict the reaction product. The product is: [NH:8]1[C:16]2[C:11](=[CH:12][CH:13]=[CH:14][CH:15]=2)[C:10]([CH2:17][C:18]2([CH3:52])[C:27]3[N:23]([C:24]([C:28]4[CH:33]=[CH:32][CH:31]=[CH:30][CH:29]=4)=[N:25][N:26]=3)[C:22]3[CH:34]=[CH:35][CH:36]=[CH:37][C:21]=3[N:20]([CH2:38][C:39]([N:40]([CH:47]([CH3:48])[CH3:49])[C:41]3[CH:46]=[CH:45][CH:44]=[CH:43][CH:42]=3)=[O:50])[C:19]2=[O:51])=[CH:9]1. (4) Given the reactants CN(CCN(C)C)C.[CH3:9][C:10]([CH3:28])([CH3:27])[CH2:11][CH2:12][O:13][C:14]1[CH:19]=[CH:18][CH:17]=[C:16]([O:20][CH2:21][CH2:22][C:23]([CH3:26])([CH3:25])[CH3:24])[CH:15]=1.[Li]CCCC.CN([CH:37]=[O:38])C, predict the reaction product. The product is: [CH3:9][C:10]([CH3:28])([CH3:27])[CH2:11][CH2:12][O:13][C:14]1[CH:19]=[CH:18][CH:17]=[C:16]([O:20][CH2:21][CH2:22][C:23]([CH3:26])([CH3:25])[CH3:24])[C:15]=1[CH:37]=[O:38].